The task is: Predict the reaction yield, written as a fraction of the theoretical maximum amount of product (1.0 means a 100% yield; for example, 0.34 means a 34% yield).. This data is from Reaction yield outcomes from USPTO patents with 853,638 reactions. (1) The reactants are [F:1][C:2]1([F:40])[CH2:7][CH2:6][CH:5]([NH:8][C:9]([C:11]2[C:15]([CH2:16]Br)=[C:14]([C:18]3[CH:23]=[CH:22][C:21]([O:24][Si:25]([C:28]([CH3:31])([CH3:30])[CH3:29])([CH3:27])[CH3:26])=[CH:20][CH:19]=3)[N:13]([C:32]3[CH:37]=[CH:36][C:35]([Cl:38])=[CH:34][C:33]=3[Cl:39])[N:12]=2)=[O:10])[CH2:4][CH2:3]1.[OH2:41]. The catalyst is CC(C)=O.[N+]([O-])([O-])=O.[Ag+]. The product is [F:1][C:2]1([F:40])[CH2:7][CH2:6][CH:5]([NH:8][C:9]([C:11]2[C:15]([CH2:16][OH:41])=[C:14]([C:18]3[CH:23]=[CH:22][C:21]([O:24][Si:25]([C:28]([CH3:31])([CH3:30])[CH3:29])([CH3:27])[CH3:26])=[CH:20][CH:19]=3)[N:13]([C:32]3[CH:37]=[CH:36][C:35]([Cl:38])=[CH:34][C:33]=3[Cl:39])[N:12]=2)=[O:10])[CH2:4][CH2:3]1. The yield is 0.980. (2) The reactants are [Cl:1][C:2]1[C:3]([C:9]([OH:11])=[O:10])=[N:4][C:5](Cl)=[CH:6][CH:7]=1.[OH-].[Na+].C1COCC1.CN([CH:22]([SH:24])C)C.[CH3:25][N:26]([CH:28]=O)[CH3:27]. The catalyst is O. The product is [Cl-:1].[C:9]([C:3]1[N:4]=[C:5]([S:24][CH2:22][CH2:28][NH+:26]([CH3:27])[CH3:25])[CH:6]=[CH:7][C:2]=1[Cl:1])([OH:11])=[O:10]. The yield is 0.510. (3) The reactants are [Br:1][C:2]1[CH:3]=[C:4]([N+:12]([O-:14])=[O:13])[C:5]2[N:9]=[C:8]([CH3:10])[NH:7][C:6]=2[CH:11]=1.BrC1NC2C=CC=CC=2N=1.Br[CH2:26][C:27]1[CH:32]=[CH:31][CH:30]=[CH:29][CH:28]=1.C([O-])([O-])=O.[K+].[K+]. The catalyst is CN(C=O)C. The product is [Br:1][C:2]1[CH:3]=[C:4]([N+:12]([O-:14])=[O:13])[C:5]2[N:9]=[C:8]([CH3:10])[N:7]([CH2:26][C:27]3[CH:32]=[CH:31][CH:30]=[CH:29][CH:28]=3)[C:6]=2[CH:11]=1. The yield is 0.930. (4) The reactants are F[C:2]1[C:3]([N+:24]([O-:26])=[O:25])=[C:4]2[C:9](=[C:10]([CH3:13])[C:11]=1[F:12])[N:8]([C@@H:14]1[CH2:16][C@@H:15]1[F:17])[CH:7]=[C:6]([C:18]([O:20][CH2:21][CH3:22])=[O:19])[C:5]2=[O:23].O.[NH3:28]. The catalyst is CN(C)C=O.CO. The product is [NH2:28][C:2]1[C:3]([N+:24]([O-:26])=[O:25])=[C:4]2[C:9](=[C:10]([CH3:13])[C:11]=1[F:12])[N:8]([C@@H:14]1[CH2:16][C@@H:15]1[F:17])[CH:7]=[C:6]([C:18]([O:20][CH2:21][CH3:22])=[O:19])[C:5]2=[O:23]. The yield is 0.710. (5) The catalyst is C(OCC)(=O)C. The yield is 0.580. The product is [CH2:27]([C:3]1[N:4]=[C:5]([CH2:24][CH2:25][CH3:26])[N:6]([CH2:9][C:10]2[CH:15]=[CH:14][C:13]([C:16]3[C:17]([C:22]#[N:23])=[CH:18][CH:19]=[CH:20][CH:21]=3)=[CH:12][CH:11]=2)[C:7](=[O:8])[C:2]=1[O:39][C:36]1[CH:35]=[CH:34][C:33]([O:32][C:31]([CH3:41])([CH3:40])[CH2:30][OH:29])=[CH:38][CH:37]=1)[CH3:28]. The reactants are Br[C:2]1[C:7](=[O:8])[N:6]([CH2:9][C:10]2[CH:15]=[CH:14][C:13]([C:16]3[C:17]([C:22]#[N:23])=[CH:18][CH:19]=[CH:20][CH:21]=3)=[CH:12][CH:11]=2)[C:5]([CH2:24][CH2:25][CH3:26])=[N:4][C:3]=1[CH2:27][CH3:28].[OH:29][CH2:30][C:31]([CH3:41])([CH3:40])[O:32][C:33]1[CH:38]=[CH:37][C:36]([OH:39])=[CH:35][CH:34]=1.[OH-].[K+].CS(C)=O. (6) The reactants are [F:1][C:2]1[CH:3]=[C:4]([CH:54]=[C:55]([F:57])[CH:56]=1)[C:5]([C:7]1[CH:8]=[C:9]2[C:13](=[CH:14][CH:15]=1)[N:12](C(C1C=CC=CC=1)(C1C=CC=CC=1)C1C=CC=CC=1)[N:11]=[C:10]2[NH:35][C:36](=[O:53])[C:37]1[CH:42]=[CH:41][C:40]([N:43]2[CH2:48][CH2:47][N:46]([CH3:49])[CH2:45][CH2:44]2)=[CH:39][C:38]=1[N+:50]([O-:52])=[O:51])=[O:6].FC(F)(F)C(O)=O. The catalyst is ClCCl. The product is [F:1][C:2]1[CH:3]=[C:4]([CH:54]=[C:55]([F:57])[CH:56]=1)[C:5]([C:7]1[CH:8]=[C:9]2[C:13](=[CH:14][CH:15]=1)[NH:12][N:11]=[C:10]2[NH:35][C:36](=[O:53])[C:37]1[CH:42]=[CH:41][C:40]([N:43]2[CH2:44][CH2:45][N:46]([CH3:49])[CH2:47][CH2:48]2)=[CH:39][C:38]=1[N+:50]([O-:52])=[O:51])=[O:6]. The yield is 0.780. (7) The reactants are [C:1]([O:4][CH2:5][CH2:6][C:7]1[CH:12]=[CH:11][C:10]([N+:13]([O-])=O)=[CH:9][C:8]=1[N+:16]([O-])=O)(=[O:3])[CH3:2].CO.[H][H]. The catalyst is [Pd].CCCCCC. The product is [C:1]([O:4][CH2:5][CH2:6][C:7]1[CH:12]=[CH:11][C:10]([NH2:13])=[CH:9][C:8]=1[NH2:16])(=[O:3])[CH3:2]. The yield is 0.680.